Dataset: NCI-60 drug combinations with 297,098 pairs across 59 cell lines. Task: Regression. Given two drug SMILES strings and cell line genomic features, predict the synergy score measuring deviation from expected non-interaction effect. (1) Drug 1: CC(C1=C(C=CC(=C1Cl)F)Cl)OC2=C(N=CC(=C2)C3=CN(N=C3)C4CCNCC4)N. Drug 2: C1=CC=C(C=C1)NC(=O)CCCCCCC(=O)NO. Cell line: SK-MEL-28. Synergy scores: CSS=17.4, Synergy_ZIP=0.400, Synergy_Bliss=4.47, Synergy_Loewe=0.143, Synergy_HSA=0.390. (2) Drug 1: CC1CCC2CC(C(=CC=CC=CC(CC(C(=O)C(C(C(=CC(C(=O)CC(OC(=O)C3CCCCN3C(=O)C(=O)C1(O2)O)C(C)CC4CCC(C(C4)OC)O)C)C)O)OC)C)C)C)OC. Synergy scores: CSS=42.2, Synergy_ZIP=4.56, Synergy_Bliss=4.90, Synergy_Loewe=3.03, Synergy_HSA=5.24. Cell line: COLO 205. Drug 2: CC1C(C(CC(O1)OC2CC(CC3=C2C(=C4C(=C3O)C(=O)C5=C(C4=O)C(=CC=C5)OC)O)(C(=O)CO)O)N)O.Cl.